The task is: Regression. Given a peptide amino acid sequence and an MHC pseudo amino acid sequence, predict their binding affinity value. This is MHC class I binding data.. This data is from Peptide-MHC class I binding affinity with 185,985 pairs from IEDB/IMGT. The peptide sequence is RPAPARLPL. The MHC is HLA-B15:01 with pseudo-sequence HLA-B15:01. The binding affinity (normalized) is 0.0847.